Dataset: Forward reaction prediction with 1.9M reactions from USPTO patents (1976-2016). Task: Predict the product of the given reaction. Given the reactants [C:1]([NH:5][C:6]([C:8]1[C:12]2=[N:13][C:14]([C:17]3[C:25]4[C:20](=[CH:21][C:22]([F:26])=[CH:23][CH:24]=4)[N:19]([CH2:27][CH2:28][CH:29]4[CH2:33][O:32]C(C)(C)[O:30]4)[N:18]=3)=[CH:15][N:16]=[C:11]2[N:10](C(C2C=CC=CC=2)(C2C=CC=CC=2)C2C=CC=CC=2)[CH:9]=1)=[O:7])([CH3:4])([CH3:3])[CH3:2].FC(F)(F)C(O)=O, predict the reaction product. The product is: [C:1]([NH:5][C:6]([C:8]1[C:12]2=[N:13][C:14]([C:17]3[C:25]4[C:20](=[CH:21][C:22]([F:26])=[CH:23][CH:24]=4)[N:19]([CH2:27][CH2:28][CH:29]([OH:30])[CH2:33][OH:32])[N:18]=3)=[CH:15][N:16]=[C:11]2[NH:10][CH:9]=1)=[O:7])([CH3:4])([CH3:2])[CH3:3].